Dataset: Reaction yield outcomes from USPTO patents with 853,638 reactions. Task: Predict the reaction yield, written as a fraction of the theoretical maximum amount of product (1.0 means a 100% yield; for example, 0.34 means a 34% yield). (1) The reactants are [CH3:1][O:2][C:3]1[CH:25]=[CH:24][CH:23]=[CH:22][C:4]=1[O:5][CH2:6][CH2:7][NH:8][C:9](=[O:21])[C:10]1[CH:15]=[CH:14][C:13]([N+:16]([O-])=O)=[C:12]([NH:19][CH3:20])[CH:11]=1. The catalyst is [Pd].CO.O1CCCC1. The product is [NH2:16][C:13]1[CH:14]=[CH:15][C:10]([C:9]([NH:8][CH2:7][CH2:6][O:5][C:4]2[CH:22]=[CH:23][CH:24]=[CH:25][C:3]=2[O:2][CH3:1])=[O:21])=[CH:11][C:12]=1[NH:19][CH3:20]. The yield is 1.00. (2) The reactants are [CH2:1]([N:8]1[CH:12]=[CH:11][N:10]=[C:9]1[CH:13]=O)[C:2]1[CH:7]=[CH:6][CH:5]=[CH:4][CH:3]=1.[NH2:15][C:16]1[CH:24]=[CH:23][CH:22]=[C:21]2[C:17]=1[CH2:18][O:19][C:20]2=[O:25].S([O-])([O-])(=O)=O.[Mg+2]. The catalyst is C(#N)C. The product is [CH2:1]([N:8]1[CH:12]=[CH:11][N:10]=[C:9]1/[CH:13]=[N:15]/[C:16]1[CH:24]=[CH:23][CH:22]=[C:21]2[C:17]=1[CH2:18][O:19][C:20]2=[O:25])[C:2]1[CH:3]=[CH:4][CH:5]=[CH:6][CH:7]=1. The yield is 0.650. (3) The reactants are [CH3:1][O:2][C:3]1[CH:22]=[CH:21][C:6]([CH2:7][N:8]2[CH:12]=[C:11]([C:13]3[CH:18]=[CH:17][N:16]=[C:15](SC)[N:14]=3)[CH:10]=[N:9]2)=[CH:5][CH:4]=1.C1C=C(Cl)C=C(C(OO)=O)C=1.[NH2:34][C:35]1[C:36]([F:43])=[CH:37][C:38]([CH3:42])=[C:39]([OH:41])[CH:40]=1.C([O-])([O-])=O.[K+].[K+]. The catalyst is ClCCl.CN(C=O)C.O. The product is [CH3:1][O:2][C:3]1[CH:22]=[CH:21][C:6]([CH2:7][N:8]2[CH:12]=[C:11]([C:13]3[CH:18]=[CH:17][N:16]=[C:15]([O:41][C:39]4[C:38]([CH3:42])=[CH:37][C:36]([F:43])=[C:35]([NH2:34])[CH:40]=4)[N:14]=3)[CH:10]=[N:9]2)=[CH:5][CH:4]=1. The yield is 0.840. (4) The reactants are C([O:4][C@@H:5]1[CH2:21][C:20]2[C@@:8]([CH2:24][O:25][Si:26]([C:29]([CH3:32])([CH3:31])[CH3:30])([CH3:28])[CH3:27])([CH:9]3[CH:17]([CH2:18][CH:19]=2)[CH:16]2[C@@:12]([CH3:23])([C:13](=[O:22])[CH2:14][CH2:15]2)[CH2:11][CH2:10]3)[CH2:7][CH2:6]1)(=O)C.[OH2:33]. The catalyst is C1COCC1. The product is [Si:26]([O:25][CH2:24][C@:8]12[CH2:7][CH2:6][C@H:5]([OH:4])[CH2:21][C@@H:20]1[C@@H:19]([OH:33])[CH2:18][CH:17]1[CH:9]2[CH2:10][CH2:11][C@@:12]2([CH3:23])[CH:16]1[CH2:15][CH2:14][C@@H:13]2[OH:22])([C:29]([CH3:32])([CH3:31])[CH3:30])([CH3:27])[CH3:28]. The yield is 0.610. (5) The reactants are [Cl:1][C:2]1[CH:7]=[CH:6][C:5]([C:8]2[C:12]([CH2:13][O:14][C:15]3[CH:23]=[CH:22][C:18]([C:19]([OH:21])=O)=[CH:17][N:16]=3)=[C:11]([CH3:24])[O:10][N:9]=2)=[CH:4][CH:3]=1.[NH2:25][C@H:26]([CH2:28][OH:29])[CH3:27]. No catalyst specified. The product is [Cl:1][C:2]1[CH:3]=[CH:4][C:5]([C:8]2[C:12]([CH2:13][O:14][C:15]3[CH:23]=[CH:22][C:18]([C:19]([NH:25][C@@H:26]([CH3:27])[CH2:28][OH:29])=[O:21])=[CH:17][N:16]=3)=[C:11]([CH3:24])[O:10][N:9]=2)=[CH:6][CH:7]=1. The yield is 0.940.